From a dataset of Catalyst prediction with 721,799 reactions and 888 catalyst types from USPTO. Predict which catalyst facilitates the given reaction. (1) Reactant: CO[C:3]1[C:11]([CH2:12][CH:13]([NH:27][C:28](=[O:40])[CH2:29][C:30]2[CH:31]=[C:32]3[C:36](=[CH:37][CH:38]=2)[CH2:35][N:34]([CH3:39])[CH2:33]3)[B:14]2[O:22]C3C(C)(C4CC(C3)C4(C)C)[O:15]2)=[CH:10][CH:9]=[CH:8][C:4]=1[C:5]([OH:7])=[O:6].Cl. Product: [OH:15][B:14]1[C@@H:13]([NH:27][C:28](=[O:40])[CH2:29][C:30]2[CH:31]=[C:32]3[C:36](=[CH:37][CH:38]=2)[CH2:35][N:34]([CH3:39])[CH2:33]3)[CH2:12][C:11]2[CH:10]=[CH:9][CH:8]=[C:4]([C:5]([OH:7])=[O:6])[C:3]=2[O:22]1. The catalyst class is: 12. (2) Product: [OH:9][C:10]1[CH:15]=[CH:14][C:13]([C:16](=[O:18])/[CH:17]=[CH:7]/[C:6]2[S:5][CH:4]=[N:3][C:2]=2[CH3:1])=[CH:12][C:11]=1[CH3:19]. Reactant: [CH3:1][C:2]1[N:3]=[CH:4][S:5][C:6]=1[CH:7]=O.[OH:9][C:10]1[CH:15]=[CH:14][C:13]([C:16](=[O:18])[CH3:17])=[CH:12][C:11]=1[CH3:19].[OH-].[Na+].Cl. The catalyst class is: 14. (3) Reactant: [Cl:1][C:2]1[C:3]([S:22](=[O:25])(=[O:24])[NH2:23])=[N:4][CH:5]=[C:6]([C:12]=1[NH:13][C:14]1[CH:19]=[CH:18][C:17]([F:20])=[CH:16][C:15]=1[CH3:21])[C:7]([O:9]CC)=[O:8].[OH-].[Na+].Cl. Product: [Cl:1][C:2]1[C:3]([S:22](=[O:24])(=[O:25])[NH2:23])=[N:4][CH:5]=[C:6]([C:12]=1[NH:13][C:14]1[CH:19]=[CH:18][C:17]([F:20])=[CH:16][C:15]=1[CH3:21])[C:7]([OH:9])=[O:8]. The catalyst class is: 1. (4) Reactant: Cl[C:2]1[N:9]=[C:8]([CH3:10])[CH:7]=[CH:6][C:3]=1[C:4]#[N:5].[OH:11][C:12]1[CH:13]=[C:14]([CH:17]=[CH:18][CH:19]=1)[CH:15]=[O:16].[F-].[K+].O. Product: [CH:15]([C:14]1[CH:13]=[C:12]([CH:19]=[CH:18][CH:17]=1)[O:11][C:2]1[N:9]=[C:8]([CH3:10])[CH:7]=[CH:6][C:3]=1[C:4]#[N:5])=[O:16]. The catalyst class is: 3. (5) Reactant: C(N(CC)CC)C.[C:8]([O:12][C:13]([N:15]1[CH2:20][CH2:19][C@@H:18]([C:21]2[CH:26]=[CH:25][CH:24]=[CH:23][CH:22]=2)[C@H:17]([CH2:27][OH:28])[CH2:16]1)=[O:14])([CH3:11])([CH3:10])[CH3:9].[CH3:29][S:30](Cl)(=[O:32])=[O:31]. Product: [C:8]([O:12][C:13]([N:15]1[CH2:20][CH2:19][C@@H:18]([C:21]2[CH:22]=[CH:23][CH:24]=[CH:25][CH:26]=2)[C@H:17]([CH2:27][O:28][S:30]([CH3:29])(=[O:32])=[O:31])[CH2:16]1)=[O:14])([CH3:11])([CH3:10])[CH3:9]. The catalyst class is: 473. (6) Reactant: Cl[C:2]1[N:7]=[C:6]([C:8]2[C:16]3[C:11](=[CH:12][CH:13]=[CH:14][CH:15]=3)[N:10]([S:17]([C:20]3[CH:25]=[CH:24][CH:23]=[CH:22][CH:21]=3)(=[O:19])=[O:18])[CH:9]=2)[C:5]([Cl:26])=[CH:4][N:3]=1.[C:27]12([NH2:38])[CH2:36][CH:31]3[CH2:32][CH:33]([CH2:35][C:29]([NH2:37])([CH2:30]3)[CH2:28]1)[CH2:34]2.CCN(C(C)C)C(C)C. Product: [Cl:26][C:5]1[C:6]([C:8]2[C:16]3[C:11](=[CH:12][CH:13]=[CH:14][CH:15]=3)[N:10]([S:17]([C:20]3[CH:25]=[CH:24][CH:23]=[CH:22][CH:21]=3)(=[O:19])=[O:18])[CH:9]=2)=[N:7][C:2]([NH:37][C:29]23[CH2:35][CH:33]4[CH2:32][CH:31]([CH2:36][C:27]([NH2:38])([CH2:34]4)[CH2:28]2)[CH2:30]3)=[N:3][CH:4]=1. The catalyst class is: 296. (7) Reactant: Cl[CH2:2][C:3]([N:5]1[C@@H:9]([C:10]#[CH:11])[CH2:8][CH2:7][C@H:6]1[C:12]#[N:13])=[O:4].[C:14](=[O:17])([O-])[O-].[K+].[K+]. Product: [C:10]([C@@H:9]1[N:5]([C:3](=[O:4])[CH2:2][NH:5][C@@H:6]2[CH2:12][CH2:14][O:17][CH2:7]2)[C@H:6]([C:12]#[N:13])[CH2:7][CH2:8]1)#[CH:11]. The catalyst class is: 10.